This data is from Blood-brain barrier permeability classification from the B3DB database. The task is: Regression/Classification. Given a drug SMILES string, predict its absorption, distribution, metabolism, or excretion properties. Task type varies by dataset: regression for continuous measurements (e.g., permeability, clearance, half-life) or binary classification for categorical outcomes (e.g., BBB penetration, CYP inhibition). Dataset: b3db_classification. (1) The compound is CN(Cc1cnc2nc(N)nc(N)c2n1)c1ccc(C(=O)N[C@@H](CCC(=O)O)C(=O)O)cc1. The result is 0 (does not penetrate BBB). (2) The molecule is C[C@H]1C[C@H]2[C@@H]3CC[C@](O)(C(=O)COC(=O)CCC(=O)O)[C@@]3(C)C[C@H](O)[C@@H]2[C@@]2(C)C=CC(=O)C=C12. The result is 1 (penetrates BBB). (3) The molecule is CCCC(=O)OC1(C(=O)COC(C)=O)CCC2C3CC(C)C4=CC(=O)CCC4(C)C3C(O)CC21C. The result is 1 (penetrates BBB). (4) The compound is c1ccc2c(c1)CCc1ccccc1N2C1CN2CCC1CC2. The result is 1 (penetrates BBB).